From a dataset of Forward reaction prediction with 1.9M reactions from USPTO patents (1976-2016). Predict the product of the given reaction. Given the reactants Cl[C:2]1[N:7]=[CH:6][C:5]([C:8]([O:10][C:11]([CH3:14])([CH3:13])[CH3:12])=[O:9])=[CH:4][CH:3]=1.[NH:15]1[CH:19]=[C:18]([C:20]([O:22][CH2:23][CH3:24])=[O:21])[CH:17]=[N:16]1.C(=O)([O-])[O-].[Cs+].[Cs+].O, predict the reaction product. The product is: [CH2:23]([O:22][C:20]([C:18]1[CH:19]=[N:15][N:16]([C:2]2[N:7]=[CH:6][C:5]([C:8]([O:10][C:11]([CH3:14])([CH3:13])[CH3:12])=[O:9])=[CH:4][CH:3]=2)[CH:17]=1)=[O:21])[CH3:24].